Dataset: NCI-60 drug combinations with 297,098 pairs across 59 cell lines. Task: Regression. Given two drug SMILES strings and cell line genomic features, predict the synergy score measuring deviation from expected non-interaction effect. (1) Drug 1: CC(C1=C(C=CC(=C1Cl)F)Cl)OC2=C(N=CC(=C2)C3=CN(N=C3)C4CCNCC4)N. Drug 2: C1=NC(=NC(=O)N1C2C(C(C(O2)CO)O)O)N. Cell line: NCI-H522. Synergy scores: CSS=8.89, Synergy_ZIP=-1.61, Synergy_Bliss=1.02, Synergy_Loewe=0.246, Synergy_HSA=0.191. (2) Drug 1: CC1C(C(CC(O1)OC2CC(OC(C2O)C)OC3=CC4=CC5=C(C(=O)C(C(C5)C(C(=O)C(C(C)O)O)OC)OC6CC(C(C(O6)C)O)OC7CC(C(C(O7)C)O)OC8CC(C(C(O8)C)O)(C)O)C(=C4C(=C3C)O)O)O)O. Drug 2: C1C(C(OC1N2C=NC(=NC2=O)N)CO)O. Cell line: HCC-2998. Synergy scores: CSS=67.1, Synergy_ZIP=0.719, Synergy_Bliss=1.32, Synergy_Loewe=0.625, Synergy_HSA=1.01. (3) Drug 1: CC1=C(C(=CC=C1)Cl)NC(=O)C2=CN=C(S2)NC3=CC(=NC(=N3)C)N4CCN(CC4)CCO. Drug 2: C1CN(CCN1C(=O)CCBr)C(=O)CCBr. Cell line: ACHN. Synergy scores: CSS=35.9, Synergy_ZIP=-7.71, Synergy_Bliss=-1.78, Synergy_Loewe=-10.6, Synergy_HSA=-0.398. (4) Drug 1: CC1=C(C=C(C=C1)NC2=NC=CC(=N2)N(C)C3=CC4=NN(C(=C4C=C3)C)C)S(=O)(=O)N.Cl. Drug 2: CC(C)(C#N)C1=CC(=CC(=C1)CN2C=NC=N2)C(C)(C)C#N. Cell line: SF-268. Synergy scores: CSS=6.97, Synergy_ZIP=2.90, Synergy_Bliss=5.57, Synergy_Loewe=3.51, Synergy_HSA=2.37.